This data is from Peptide-MHC class II binding affinity with 134,281 pairs from IEDB. The task is: Regression. Given a peptide amino acid sequence and an MHC pseudo amino acid sequence, predict their binding affinity value. This is MHC class II binding data. The peptide sequence is NISGYNFSLGAAVKA. The MHC is DRB1_0401 with pseudo-sequence DRB1_0401. The binding affinity (normalized) is 0.484.